From a dataset of Blood-brain barrier permeability classification from the B3DB database. Regression/Classification. Given a drug SMILES string, predict its absorption, distribution, metabolism, or excretion properties. Task type varies by dataset: regression for continuous measurements (e.g., permeability, clearance, half-life) or binary classification for categorical outcomes (e.g., BBB penetration, CYP inhibition). Dataset: b3db_classification. (1) The drug is CC[C@@H]1OC(=O)[C@H](C)[C@H](O[C@H]2C[C@@](C)(OC)[C@@H](O)[C@H](C)O2)[C@H](C)[C@@H](O[C@@H]2O[C@H](C)C[C@H](N(C)C)[C@H]2O)[C@@](C)(OC)C[C@@H](C)C(=O)[C@@H](C)[C@@H](O)[C@]1(C)O. The result is 0 (does not penetrate BBB). (2) The compound is CCC(C)(C)C. The result is 1 (penetrates BBB). (3) The drug is CO[C@@]1(NC(=O)Cc2cccs2)C(=O)N2C(C(=O)O)=C(COC(N)=O)CS[C@H]21. The result is 0 (does not penetrate BBB). (4) The drug is OC(CCCN1CCc2c(c3cc(F)ccc3n2-c2ccc(F)cc2)C1)c1ccc(F)cc1. The result is 1 (penetrates BBB). (5) The compound is CN(C)CCN(Cc1ccccc1)c1ccccn1. The result is 1 (penetrates BBB). (6) The drug is CC(=O)OCC(=O)[C@@]1(O)[C@H](C)C[C@H]2[C@@H]3C[C@H](F)C4=CC(=O)C=C[C@]4(C)[C@H]3[C@@H](O)C[C@@]21C. The result is 1 (penetrates BBB). (7) The compound is CN(C)c1ccc(O)c(CNc2cccc3ccc(CO)nc23)c1. The result is 1 (penetrates BBB).